From a dataset of Catalyst prediction with 721,799 reactions and 888 catalyst types from USPTO. Predict which catalyst facilitates the given reaction. (1) Reactant: [CH3:1][C:2]1([CH3:24])[O:6][C@@H:5]([C:7]([OH:9])=O)[C@@H:4]([CH2:10][S:11]([C:14]2[CH:23]=[CH:22][C:21]3[C:16](=[CH:17][CH:18]=[CH:19][CH:20]=3)[CH:15]=2)(=[O:13])=[O:12])[O:3]1.[N:25]1([CH2:31][C:32]2[CH:33]=[C:34]3[C:39](=[CH:40][CH:41]=2)[C@H:38]([NH2:42])[CH2:37][CH2:36][CH2:35]3)[CH2:30][CH2:29][CH2:28][CH2:27][CH2:26]1.ON1C2C=CC=CC=2N=N1. Product: [CH3:24][C:2]1([CH3:1])[O:6][C@@H:5]([C:7]([NH:42][C@H:38]2[C:39]3[C:34](=[CH:33][C:32]([CH2:31][N:25]4[CH2:30][CH2:29][CH2:28][CH2:27][CH2:26]4)=[CH:41][CH:40]=3)[CH2:35][CH2:36][CH2:37]2)=[O:9])[C@@H:4]([CH2:10][S:11]([C:14]2[CH:23]=[CH:22][C:21]3[C:16](=[CH:17][CH:18]=[CH:19][CH:20]=3)[CH:15]=2)(=[O:12])=[O:13])[O:3]1. The catalyst class is: 31. (2) Reactant: [Br:1][C:2]1[C:10]2[C:5](=[CH:6][N:7]=[CH:8][CH:9]=2)[S:4][CH:3]=1.[CH:11]([N-]C(C)C)(C)C.[Li+].C1CCCCC1.CI.[NH4+].[Cl-]. Product: [Br:1][C:2]1[C:10]2[C:5](=[CH:6][N:7]=[CH:8][CH:9]=2)[S:4][C:3]=1[CH3:11]. The catalyst class is: 1. (3) Reactant: C(OC([NH:11][C:12]12[CH2:19][CH2:18][C:15]([C:20]([O:22][CH3:23])=[O:21])([CH2:16][CH2:17]1)[CH2:14][CH2:13]2)=O)C1C=CC=CC=1. Product: [NH2:11][C:12]12[CH2:17][CH2:16][C:15]([C:20]([O:22][CH3:23])=[O:21])([CH2:14][CH2:13]1)[CH2:18][CH2:19]2. The catalyst class is: 19. (4) Reactant: [C:1]([O:5][C:6]([N:8]1[CH2:13][CH2:12][CH:11]([C:14]2[N:15]([CH2:27][CH2:28][O:29]C3CCCCO3)[CH:16]=[C:17]([C:19]3[CH:24]=[CH:23][C:22]([F:25])=[C:21]([Cl:26])[CH:20]=3)[N:18]=2)[CH2:10][CH2:9]1)=[O:7])([CH3:4])([CH3:3])[CH3:2].Cl. Product: [C:1]([O:5][C:6]([N:8]1[CH2:13][CH2:12][CH:11]([C:14]2[N:15]([CH2:27][CH2:28][OH:29])[CH:16]=[C:17]([C:19]3[CH:24]=[CH:23][C:22]([F:25])=[C:21]([Cl:26])[CH:20]=3)[N:18]=2)[CH2:10][CH2:9]1)=[O:7])([CH3:4])([CH3:3])[CH3:2]. The catalyst class is: 721. (5) Reactant: [C:12]([O:11][C:9](O[C:9]([O:11][C:12]([CH3:15])([CH3:14])[CH3:13])=[O:10])=[O:10])([CH3:15])([CH3:14])[CH3:13].[CH3:16][O:17][C:18](=[O:28])[C:19]1[CH:24]=[CH:23][C:22]([CH2:25][NH2:26])=[CH:21][C:20]=1[Cl:27]. Product: [CH3:16][O:17][C:18](=[O:28])[C:19]1[CH:24]=[CH:23][C:22]([CH2:25][NH:26][C:9]([O:11][C:12]([CH3:13])([CH3:14])[CH3:15])=[O:10])=[CH:21][C:20]=1[Cl:27]. The catalyst class is: 107. (6) Reactant: C([O:3][C:4](=O)[C:5]1[CH:10]=[C:9]([O:11][CH2:12][CH3:13])[C:8]([CH3:14])=[C:7]([O:15][CH2:16][CH3:17])[CH:6]=1)C.CC(C[AlH]CC(C)C)C.CCCCCC. Product: [CH2:16]([O:15][C:7]1[CH:6]=[C:5]([CH2:4][OH:3])[CH:10]=[C:9]([O:11][CH2:12][CH3:13])[C:8]=1[CH3:14])[CH3:17]. The catalyst class is: 1. (7) Reactant: Cl[C:2]1[CH:11]=[CH:10][C:9]2[C:4](=[CH:5][CH:6]=[C:7]([CH3:12])[CH:8]=2)[N:3]=1.[C:13]([NH2:16])(=[O:15])[CH3:14].C([O-])([O-])=O.[K+].[K+]. Product: [C:13]([NH:16][C:2]1[CH:11]=[CH:10][C:9]2[C:4](=[CH:5][CH:6]=[C:7]([CH3:12])[CH:8]=2)[N:3]=1)(=[O:15])[CH3:14]. The catalyst class is: 6.